This data is from Forward reaction prediction with 1.9M reactions from USPTO patents (1976-2016). The task is: Predict the product of the given reaction. (1) Given the reactants C[O-].[Na+].[CH:4]1([NH:7][C:8](=[O:21])[C:9]2[CH:14]=[CH:13][C:12]([CH3:15])=[C:11]([NH:16][C:17](=[O:20])[CH2:18][SH:19])[CH:10]=2)[CH2:6][CH2:5]1.C1(S(O[CH:32]=[C:33]([C:36]2[CH:41]=[CH:40][C:39]([Cl:42])=[CH:38][CH:37]=2)[C:34]#[N:35])(=O)=O)C=CC=CC=1, predict the reaction product. The product is: [NH2:35][C:34]1[C:33]([C:36]2[CH:37]=[CH:38][C:39]([Cl:42])=[CH:40][CH:41]=2)=[CH:32][S:19][C:18]=1[C:17]([NH:16][C:11]1[CH:10]=[C:9]([C:8](=[O:21])[NH:7][CH:4]2[CH2:6][CH2:5]2)[CH:14]=[CH:13][C:12]=1[CH3:15])=[O:20]. (2) Given the reactants [C:1]12([C:11]3[CH:12]=[C:13]([C:18]4[N:23]=[CH:22][C:21]([CH:24]=[O:25])=[CH:20][CH:19]=4)[CH:14]=[CH:15][C:16]=3[OH:17])[CH2:10][CH:5]3[CH2:6][CH:7]([CH2:9][CH:3]([CH2:4]3)[CH2:2]1)[CH2:8]2.F[B-](F)(F)F.[O:31]=[N+:32]=[O:33], predict the reaction product. The product is: [C:1]12([C:11]3[CH:12]=[C:13]([C:18]4[N:23]=[CH:22][C:21]([CH:24]=[O:25])=[CH:20][CH:19]=4)[CH:14]=[C:15]([N+:32]([O-:33])=[O:31])[C:16]=3[OH:17])[CH2:2][CH:3]3[CH2:9][CH:7]([CH2:6][CH:5]([CH2:4]3)[CH2:10]1)[CH2:8]2. (3) The product is: [F:1][C:2]1[CH:11]=[C:10]([F:12])[CH:9]=[C:8]2[C:3]=1[CH:4]([O:13][C:14]1[C:22]3[N:21]=[C:20]([CH3:23])[N:19]([CH3:24])[C:18]=3[CH:17]=[C:16]([C:25]([N:28]3[CH2:32][CH2:31][CH2:30][CH2:29]3)=[O:26])[CH:15]=1)[CH2:5][CH2:6][O:7]2. Given the reactants [F:1][C:2]1[CH:11]=[C:10]([F:12])[CH:9]=[C:8]2[C:3]=1[CH:4]([O:13][C:14]1[C:22]3[N:21]=[C:20]([CH3:23])[N:19]([CH3:24])[C:18]=3[CH:17]=[C:16]([C:25](O)=[O:26])[CH:15]=1)[CH2:5][CH2:6][O:7]2.[NH:28]1[CH2:32][CH2:31][CH2:30][CH2:29]1, predict the reaction product. (4) Given the reactants [CH3:1][C:2]1[CH:3]=[N:4][N:5]([C:7]2[CH:12]=[CH:11][N:10]=[CH:9][C:8]=2[N:13]2[CH2:18][CH2:17][CH:16]([C:19]([OH:21])=O)[CH2:15][CH2:14]2)[CH:6]=1.CC1C=CC(S(O)(=O)=O)=CC=1.[F:33][C:34]1([F:41])[CH2:38][NH:37][C@@H:36]([C:39]#[N:40])[CH2:35]1.CN(C(ON1N=NC2C=CC=NC1=2)=[N+](C)C)C.F[P-](F)(F)(F)(F)F.CCN(C(C)C)C(C)C, predict the reaction product. The product is: [F:33][C:34]1([F:41])[CH2:38][N:37]([C:19]([CH:16]2[CH2:15][CH2:14][N:13]([C:8]3[CH:9]=[N:10][CH:11]=[CH:12][C:7]=3[N:5]3[CH:6]=[C:2]([CH3:1])[CH:3]=[N:4]3)[CH2:18][CH2:17]2)=[O:21])[C@@H:36]([C:39]#[N:40])[CH2:35]1. (5) Given the reactants Br[C:2]1[CH:11]=[CH:10][C:9]2[N:8]=[CH:7][C:6]3[N:12]([CH3:24])[C:13](=[O:23])[N:14]([C:15]4[C:16]([CH3:22])=[N:17][N:18]([CH3:21])[C:19]=4[CH3:20])[C:5]=3[C:4]=2[CH:3]=1.[Cl:25][C:26]1[C:27]([NH2:41])=[N:28][CH:29]=[C:30](B2OC(C)(C)C(C)(C)O2)[CH:31]=1, predict the reaction product. The product is: [NH2:41][C:27]1[N:28]=[CH:29][C:30]([C:2]2[CH:11]=[CH:10][C:9]3[N:8]=[CH:7][C:6]4[N:12]([CH3:24])[C:13](=[O:23])[N:14]([C:15]5[C:16]([CH3:22])=[N:17][N:18]([CH3:21])[C:19]=5[CH3:20])[C:5]=4[C:4]=3[CH:3]=2)=[CH:31][C:26]=1[Cl:25]. (6) Given the reactants [NH2:1][CH:2]1[CH2:7][CH2:6][CH2:5][CH2:4][C:3]1=[O:8].[CH3:9][S:10][C:11]1[CH:19]=[C:18]([C:20]([F:23])([F:22])[F:21])[CH:17]=[CH:16][C:12]=1[C:13](O)=[O:14], predict the reaction product. The product is: [CH3:9][S:10][C:11]1[CH:19]=[C:18]([C:20]([F:21])([F:22])[F:23])[CH:17]=[CH:16][C:12]=1[C:13]([NH:1][CH:2]1[CH2:7][CH2:6][CH2:5][CH2:4][C:3]1=[O:8])=[O:14]. (7) Given the reactants FC(F)(F)C(O)=O.[F:8][C:9]1[C:14]([O:15][CH3:16])=[CH:13][C:12]([O:17][CH3:18])=[C:11]([F:19])[C:10]=1[N:20]1[CH2:29][C:28]2[CH:27]=[N:26][C:25]3[N:30](COCC[Si](C)(C)C)[CH:31]=[CH:32][C:24]=3[C:23]=2[CH2:22][C:21]1=[O:41], predict the reaction product. The product is: [F:19][C:11]1[C:12]([O:17][CH3:18])=[CH:13][C:14]([O:15][CH3:16])=[C:9]([F:8])[C:10]=1[N:20]1[CH2:29][C:28]2[CH:27]=[N:26][C:25]3[NH:30][CH:31]=[CH:32][C:24]=3[C:23]=2[CH2:22][C:21]1=[O:41].